Dataset: Reaction yield outcomes from USPTO patents with 853,638 reactions. Task: Predict the reaction yield, written as a fraction of the theoretical maximum amount of product (1.0 means a 100% yield; for example, 0.34 means a 34% yield). (1) The reactants are [CH3:1][NH:2][S:3]([CH2:6][CH2:7][C:8]1[CH:13]=[CH:12][C:11]([NH2:14])=[C:10]([C:15]2[CH2:20][CH2:19][C:18]([CH3:22])([CH3:21])[CH2:17][CH:16]=2)[CH:9]=1)(=[O:5])=[O:4].C1CN([P+](Br)(N2CCCC2)N2CCCC2)CC1.F[P-](F)(F)(F)(F)F.[K+].[C:48]([C:50]1[N:51]=[C:52]([C:63]([O-])=[O:64])[N:53]([CH2:55][O:56][CH2:57][CH2:58][Si:59]([CH3:62])([CH3:61])[CH3:60])[CH:54]=1)#[N:49].CCN(C(C)C)C(C)C. The catalyst is C(Cl)Cl. The product is [CH3:21][C:18]1([CH3:22])[CH2:19][CH2:20][C:15]([C:10]2[CH:9]=[C:8]([CH2:7][CH2:6][S:3](=[O:4])(=[O:5])[NH:2][CH3:1])[CH:13]=[CH:12][C:11]=2[NH:14][C:63]([C:52]2[N:53]([CH2:55][O:56][CH2:57][CH2:58][Si:59]([CH3:62])([CH3:61])[CH3:60])[CH:54]=[C:50]([C:48]#[N:49])[N:51]=2)=[O:64])=[CH:16][CH2:17]1. The yield is 0.830. (2) The reactants are C[O:2][C:3]([C:5]1[CH:15]=[CH:14][C:8]2[O:9][C:10]([F:13])([F:12])[O:11][C:7]=2[CH:6]=1)=O.[H-].[Al+3].[Li+].[H-].[H-].[H-].O.[OH-].[Na+]. The catalyst is O1CCCC1. The product is [F:13][C:10]1([F:12])[O:9][C:8]2[CH:14]=[CH:15][C:5]([CH2:3][OH:2])=[CH:6][C:7]=2[O:11]1. The yield is 0.760. (3) The reactants are [F:1][C:2]1[C:7]([CH3:8])=[CH:6][C:5]([NH:9][CH:10]2[CH2:15][CH2:14][N:13]([C@H:16]3[CH2:21][CH2:20][C@@H:19]([O:22][CH3:23])[CH2:18][CH2:17]3)[CH2:12][CH2:11]2)=[C:4]([N+:24]([O-])=O)[CH:3]=1.O.NN. The catalyst is C(O)C.[Ni]. The product is [NH2:24][C:4]1[CH:3]=[C:2]([F:1])[C:7]([CH3:8])=[CH:6][C:5]=1[NH:9][CH:10]1[CH2:11][CH2:12][N:13]([C@H:16]2[CH2:21][CH2:20][C@@H:19]([O:22][CH3:23])[CH2:18][CH2:17]2)[CH2:14][CH2:15]1. The yield is 0.950. (4) The reactants are [CH3:1][C:2]1[C:3]([NH:15][C:16]2[CH:26]=[CH:25][C:19]([C:20]([O:22][CH2:23][CH3:24])=[O:21])=[CH:18][CH:17]=2)=[CH:4][C:5]2[C:6]([CH3:14])([CH3:13])[CH2:7][CH:8]=[C:9]([CH3:12])[C:10]=2[CH:11]=1.[CH:27](=O)[CH3:28]. No catalyst specified. The product is [CH2:27]([N:15]([C:3]1[C:2]([CH3:1])=[CH:11][C:10]2[C:9]([CH3:12])=[CH:8][CH2:7][C:6]([CH3:14])([CH3:13])[C:5]=2[CH:4]=1)[C:16]1[CH:17]=[CH:18][C:19]([C:20]([O:22][CH2:23][CH3:24])=[O:21])=[CH:25][CH:26]=1)[CH3:28]. The yield is 0.580.